Regression. Given two drug SMILES strings and cell line genomic features, predict the synergy score measuring deviation from expected non-interaction effect. From a dataset of NCI-60 drug combinations with 297,098 pairs across 59 cell lines. Drug 1: C1CCC(C1)C(CC#N)N2C=C(C=N2)C3=C4C=CNC4=NC=N3. Drug 2: C1C(C(OC1N2C=NC3=C(N=C(N=C32)Cl)N)CO)O. Cell line: HOP-62. Synergy scores: CSS=-3.02, Synergy_ZIP=-1.71, Synergy_Bliss=-1.41, Synergy_Loewe=-9.60, Synergy_HSA=-4.39.